Task: Binary Classification. Given a T-cell receptor sequence (or CDR3 region) and an epitope sequence, predict whether binding occurs between them.. Dataset: TCR-epitope binding with 47,182 pairs between 192 epitopes and 23,139 TCRs (1) The epitope is KLWAQCVQL. The TCR CDR3 sequence is CASSYGPPFGEQFF. Result: 1 (the TCR binds to the epitope). (2) The epitope is KRWIILGLNK. The TCR CDR3 sequence is CASSQGQLGNTIYF. Result: 1 (the TCR binds to the epitope). (3) The epitope is PROT_97E67BCC. The TCR CDR3 sequence is CASSEEGDTQYF. Result: 1 (the TCR binds to the epitope).